This data is from Reaction yield outcomes from USPTO patents with 853,638 reactions. The task is: Predict the reaction yield, written as a fraction of the theoretical maximum amount of product (1.0 means a 100% yield; for example, 0.34 means a 34% yield). The reactants are C[O:2][C:3]1[CH:8]=[CH:7][C:6]([CH2:9][CH2:10][CH2:11][CH2:12][NH2:13])=[CH:5][CH:4]=1.[BrH:14]. No catalyst specified. The product is [BrH:14].[OH:2][C:3]1[CH:4]=[CH:5][C:6]([CH2:9][CH2:10][CH2:11][CH2:12][NH2:13])=[CH:7][CH:8]=1. The yield is 0.900.